Task: Predict the product of the given reaction.. Dataset: Forward reaction prediction with 1.9M reactions from USPTO patents (1976-2016) (1) Given the reactants [Br:1][C:2]1[CH:3]=[C:4]([CH2:8][CH2:9][C:10]2([CH3:28])[N:15](CC3C=CC(OC)=CC=3)[C:14](=[NH:25])[N:13]([CH3:26])[C:12](=[O:27])[CH2:11]2)[CH:5]=[CH:6][CH:7]=1.O.[N+]([O-])([O-])=O.[Ce].[NH4+].C(=O)(O)[O-].[Na+], predict the reaction product. The product is: [NH2:25][C:14]1[N:13]([CH3:26])[C:12](=[O:27])[CH2:11][C:10]([CH2:9][CH2:8][C:4]2[CH:5]=[CH:6][CH:7]=[C:2]([Br:1])[CH:3]=2)([CH3:28])[N:15]=1. (2) The product is: [F:20][CH:3]([F:2])[C:4]1[N:5]=[C:6]([C:15]([O:17][CH2:18][CH3:19])=[O:16])[NH:7][CH:8]=1. Given the reactants Cl.[F:2][CH:3]([F:20])[C:4]1[N:5]=[C:6]([C:15]([O:17][CH2:18][CH3:19])=[O:16])[N:7](S(=O)(=O)N(C)C)[CH:8]=1, predict the reaction product. (3) Given the reactants [I:1][C:2]1[CH:8]=[CH:7][C:5]([NH2:6])=[C:4]([N+:9]([O-])=O)[CH:3]=1.[CH:12](O)=O, predict the reaction product. The product is: [I:1][C:2]1[CH:8]=[CH:7][C:5]2[NH:6][CH:12]=[N:9][C:4]=2[CH:3]=1. (4) Given the reactants F[B-](F)(F)F.[CH3:6][N+:7]1[C:11](SC(C)CC)=[N:10][N:9]([CH:17]([CH3:20])[CH2:18][CH3:19])[N:8]=1.[OH-:21].[Na+], predict the reaction product. The product is: [CH3:6][N+:7]1[C:11]([O-:21])=[N:10][N:9]([CH:17]([CH3:20])[CH2:18][CH3:19])[N:8]=1. (5) Given the reactants [F:1][C:2]1[CH:3]=[C:4]([OH:8])[CH:5]=[CH:6][CH:7]=1.[O:9]1[CH:14]=[CH:13][CH2:12][CH2:11][CH2:10]1, predict the reaction product. The product is: [F:1][C:2]1[CH:3]=[C:4]([CH:5]=[CH:6][CH:7]=1)[O:8][CH:10]1[CH2:11][CH2:12][CH2:13][CH2:14][O:9]1. (6) Given the reactants [Si:1]([O:18][CH2:19][C:20]1[C:25]([N:26]2[CH2:31][C@H:30]([CH3:32])[O:29][C@H:28]([CH3:33])[CH2:27]2)=[C:24]([Cl:34])[C:23]([F:35])=[CH:22][N:21]=1)([C:14]([CH3:17])([CH3:16])[CH3:15])([C:8]1[CH:13]=[CH:12][CH:11]=[CH:10][CH:9]=1)[C:2]1[CH:7]=[CH:6][CH:5]=[CH:4][CH:3]=1.[Br:36][C:37]1[S:38][C:39]([CH:42]=[O:43])=[CH:40][N:41]=1, predict the reaction product. The product is: [Br:36][C:37]1[S:38][C:39]([CH:42]([C:22]2[C:23]([F:35])=[C:24]([Cl:34])[C:25]([N:26]3[CH2:31][C@H:30]([CH3:32])[O:29][C@H:28]([CH3:33])[CH2:27]3)=[C:20]([CH2:19][O:18][Si:1]([C:14]([CH3:17])([CH3:15])[CH3:16])([C:8]3[CH:13]=[CH:12][CH:11]=[CH:10][CH:9]=3)[C:2]3[CH:3]=[CH:4][CH:5]=[CH:6][CH:7]=3)[N:21]=2)[OH:43])=[CH:40][N:41]=1. (7) Given the reactants Cl.[CH3:2][O:3][C:4]([C@@H:6]1[CH2:11][CH2:10][CH2:9][CH2:8][C@H:7]1[C:12](=[O:22])[CH:13]([NH2:21])[C:14]1[CH:19]=[CH:18][C:17]([Br:20])=[CH:16][CH:15]=1)=[O:5].C(N(CC)CC)C.[Cl:30][C:31]1[C:32]([F:40])=[C:33]([CH:37]=[CH:38][CH:39]=1)[C:34](Cl)=[O:35], predict the reaction product. The product is: [Br:20][C:17]1[CH:18]=[CH:19][C:14]([CH:13]([NH:21][C:34](=[O:35])[C:33]2[CH:37]=[CH:38][CH:39]=[C:31]([Cl:30])[C:32]=2[F:40])[C:12]([C@@H:7]2[CH2:8][CH2:9][CH2:10][CH2:11][C@H:6]2[C:4]([O:3][CH3:2])=[O:5])=[O:22])=[CH:15][CH:16]=1.